Dataset: TCR-epitope binding with 47,182 pairs between 192 epitopes and 23,139 TCRs. Task: Binary Classification. Given a T-cell receptor sequence (or CDR3 region) and an epitope sequence, predict whether binding occurs between them. The epitope is KAFSPEVIPMF. The TCR CDR3 sequence is CASSLGLDETQYF. Result: 1 (the TCR binds to the epitope).